This data is from Forward reaction prediction with 1.9M reactions from USPTO patents (1976-2016). The task is: Predict the product of the given reaction. (1) The product is: [CH:1]([O:4][C:5]1[CH:6]=[CH:7][C:8]([NH:11][C:12]([CH:14]2[CH:19]3[CH2:20][CH2:21][CH:16]([CH2:17][N:18]3[S:22]([C:25]3[N:26]=[CH:27][N:28]([CH3:30])[CH:29]=3)(=[O:23])=[O:24])[CH2:15]2)=[O:13])=[CH:9][CH:10]=1)([CH3:3])[CH3:2]. Given the reactants [CH:1]([O:4][C:5]1[CH:10]=[CH:9][C:8]([NH:11][C:12]([C@H:14]2[C@H:19]3[CH2:20][CH2:21][C@H:16]([CH2:17][N:18]3[S:22]([C:25]3[N:26]=[CH:27][N:28]([CH3:30])[CH:29]=3)(=[O:24])=[O:23])[CH2:15]2)=[O:13])=[CH:7][CH:6]=1)([CH3:3])[CH3:2].CCCCCC, predict the reaction product. (2) Given the reactants [Br:1][C:2]1[CH:3]=[CH:4][C:5]([C:9]2[C:17]3[C:12](=[CH:13][N:14]=[C:15]([C:18]4[CH:19]=[N:20][CH:21]=[CH:22][CH:23]=4)[CH:16]=3)[N:11](COCC[Si](C)(C)C)[N:10]=2)=[N:6][C:7]=1F.[NH:32]1[CH2:37][CH2:36][CH2:35][C@H:34]([NH:38]C(=O)OC(C)(C)C)[CH2:33]1, predict the reaction product. The product is: [Br:1][C:2]1[C:7]([N:32]2[CH2:37][CH2:36][CH2:35][C@H:34]([NH2:38])[CH2:33]2)=[N:6][C:5]([C:9]2[C:17]3[C:12](=[CH:13][N:14]=[C:15]([C:18]4[CH:19]=[N:20][CH:21]=[CH:22][CH:23]=4)[CH:16]=3)[NH:11][N:10]=2)=[CH:4][CH:3]=1.